From a dataset of NCI-60 drug combinations with 297,098 pairs across 59 cell lines. Regression. Given two drug SMILES strings and cell line genomic features, predict the synergy score measuring deviation from expected non-interaction effect. Drug 1: CC1=CC2C(CCC3(C2CCC3(C(=O)C)OC(=O)C)C)C4(C1=CC(=O)CC4)C. Drug 2: C1=CC=C(C=C1)NC(=O)CCCCCCC(=O)NO. Cell line: SNB-19. Synergy scores: CSS=-7.42, Synergy_ZIP=3.76, Synergy_Bliss=-0.497, Synergy_Loewe=-10.5, Synergy_HSA=-8.69.